The task is: Predict the reaction yield, written as a fraction of the theoretical maximum amount of product (1.0 means a 100% yield; for example, 0.34 means a 34% yield).. This data is from Reaction yield outcomes from USPTO patents with 853,638 reactions. (1) The reactants are [F:1][C:2]1[CH:7]=[CH:6][C:5]([CH2:8][C:9]2[CH:18]=[C:17]3[C:12]([C:13]([OH:29])=[C:14]([C:24]([O:26]CC)=O)[C:15](=[O:23])[N:16]3[CH2:19][CH2:20][O:21][CH3:22])=[N:11][CH:10]=2)=[CH:4][CH:3]=1.[NH2:30][CH2:31][CH2:32][N:33]([CH3:38])[S:34]([CH3:37])(=[O:36])=[O:35]. No catalyst specified. The product is [F:1][C:2]1[CH:3]=[CH:4][C:5]([CH2:8][C:9]2[CH:18]=[C:17]3[C:12]([C:13]([OH:29])=[C:14]([C:24]([NH:30][CH2:31][CH2:32][N:33]([CH3:38])[S:34]([CH3:37])(=[O:36])=[O:35])=[O:26])[C:15](=[O:23])[N:16]3[CH2:19][CH2:20][O:21][CH3:22])=[N:11][CH:10]=2)=[CH:6][CH:7]=1. The yield is 0.620. (2) The reactants are I[C:2]1[CH:7]=[CH:6][C:5]([N:8]([CH2:32][CH:33]=[C:34]([CH3:36])[CH3:35])[CH:9]2[CH2:14][CH2:13][N:12]([C:15]([C@@H:17]([NH:22][C:23]([N:25]3[CH2:31][CH2:30][CH2:29][CH2:28][CH2:27][CH2:26]3)=[O:24])[CH2:18][CH:19]([CH3:21])[CH3:20])=[O:16])[CH2:11][CH2:10]2)=[CH:4][CH:3]=1.C(N(CC)CC)C.[C:44]([C:46]1([OH:52])[CH2:51][CH2:50][CH2:49][CH2:48][CH2:47]1)#[CH:45].C#C. The catalyst is C1COCC1.Cl[Pd](Cl)([P](C1C=CC=CC=1)(C1C=CC=CC=1)C1C=CC=CC=1)[P](C1C=CC=CC=1)(C1C=CC=CC=1)C1C=CC=CC=1. The product is [OH:52][C:46]1([C:44]#[C:45][C:2]2[CH:7]=[CH:6][C:5]([N:8]([CH2:32][CH:33]=[C:34]([CH3:36])[CH3:35])[CH:9]3[CH2:14][CH2:13][N:12]([C:15]([C@@H:17]([NH:22][C:23]([N:25]4[CH2:31][CH2:30][CH2:29][CH2:28][CH2:27][CH2:26]4)=[O:24])[CH2:18][CH:19]([CH3:20])[CH3:21])=[O:16])[CH2:11][CH2:10]3)=[CH:4][CH:3]=2)[CH2:51][CH2:50][CH2:49][CH2:48][CH2:47]1. The yield is 0.390. (3) The reactants are Cl[C:2]1[C:11]2[C:6](=[CH:7][C:8]([O:14][CH2:15][CH2:16][CH2:17][N:18]([CH3:23])[S:19]([CH3:22])(=[O:21])=[O:20])=[C:9]([O:12][CH3:13])[CH:10]=2)[N:5]=[CH:4][N:3]=1.C(=O)([O-])[O-].[K+].[K+].[OH:30][C:31]1[CH:32]=[C:33]2[C:37](=[CH:38][CH:39]=1)[NH:36][C:35]([CH3:40])=[CH:34]2. The catalyst is CN(C=O)C. The product is [CH3:13][O:12][C:9]1[CH:10]=[C:11]2[C:6](=[CH:7][C:8]=1[O:14][CH2:15][CH2:16][CH2:17][N:18]([CH3:23])[S:19]([CH3:22])(=[O:21])=[O:20])[N:5]=[CH:4][N:3]=[C:2]2[O:30][C:31]1[CH:32]=[C:33]2[C:37](=[CH:38][CH:39]=1)[NH:36][C:35]([CH3:40])=[CH:34]2. The yield is 0.350.